Dataset: Reaction yield outcomes from USPTO patents with 853,638 reactions. Task: Predict the reaction yield, written as a fraction of the theoretical maximum amount of product (1.0 means a 100% yield; for example, 0.34 means a 34% yield). (1) The reactants are F[C:2]1[CH:7]=[CH:6][CH:5]=[C:4]([F:8])[C:3]=1[O:9][CH3:10].C[Si](C)(C)[N-:13][Si](C)(C)C.[K+].O.S(=O)(=O)(O)O.[C:27]1([CH3:33])[CH:32]=CC=C[CH:28]=1. The catalyst is C(OCC)(=O)C. The product is [F:8][C:4]1[C:3]([O:9][CH3:10])=[C:2]([C:27]([CH3:33])([CH3:32])[C:28]#[N:13])[CH:7]=[CH:6][CH:5]=1. The yield is 0.571. (2) The reactants are [NH2:1][CH:2]([C:8]#[N:9])[C:3]([O:5][CH2:6][CH3:7])=[O:4].C([O-])(O)=O.[Na+].[C:15](Cl)(=[O:22])[C:16]1[CH:21]=[CH:20][CH:19]=[CH:18][CH:17]=1. The catalyst is C(Cl)Cl.O. The product is [C:15]([NH:1][CH:2]([C:8]#[N:9])[C:3]([O:5][CH2:6][CH3:7])=[O:4])(=[O:22])[C:16]1[CH:21]=[CH:20][CH:19]=[CH:18][CH:17]=1. The yield is 0.220. (3) The reactants are [F:1][C:2]1[CH:3]=[C:4]2[C:9](=[C:10]([C:12](O)=[O:13])[CH:11]=1)[NH:8][CH:7]([C:15]1[CH:20]=[CH:19][CH:18]=[C:17]([N:21]3[CH2:25][CH2:24][CH2:23][CH2:22]3)[CH:16]=1)[CH2:6][C:5]2([CH3:27])[CH3:26].[CH3:28][S:29]([NH2:32])(=[O:31])=[O:30]. The catalyst is CN(C)C1C=CN=CC=1.ClCCl. The product is [F:1][C:2]1[CH:3]=[C:4]2[C:9](=[C:10]([C:12]([NH:32][S:29]([CH3:28])(=[O:31])=[O:30])=[O:13])[CH:11]=1)[NH:8][CH:7]([C:15]1[CH:20]=[CH:19][CH:18]=[C:17]([N:21]3[CH2:25][CH2:24][CH2:23][CH2:22]3)[CH:16]=1)[CH2:6][C:5]2([CH3:27])[CH3:26]. The yield is 0.200. (4) The reactants are [I:1][C:2]1[C:6]([CH:7]=O)=[CH:5][N:4]([CH:9]2[CH2:14][CH2:13][CH2:12][CH2:11][O:10]2)[N:3]=1.[CH3:15][NH:16][CH2:17][CH2:18][NH:19][C:20](=[O:26])[O:21][C:22]([CH3:25])([CH3:24])[CH3:23].[BH-](OC(C)=O)(OC(C)=O)OC(C)=O.[Na+]. The catalyst is ClC(Cl)C. The product is [I:1][C:2]1[C:6]([CH2:7][N:16]([CH3:15])[CH2:17][CH2:18][NH:19][C:20](=[O:26])[O:21][C:22]([CH3:23])([CH3:24])[CH3:25])=[CH:5][N:4]([CH:9]2[CH2:14][CH2:13][CH2:12][CH2:11][O:10]2)[N:3]=1. The yield is 0.830.